From a dataset of HIV replication inhibition screening data with 41,000+ compounds from the AIDS Antiviral Screen. Binary Classification. Given a drug SMILES string, predict its activity (active/inactive) in a high-throughput screening assay against a specified biological target. (1) The molecule is COc1ccc(C=NNC(=O)c2ccccc2Nc2ccccc2C(=O)NN=Cc2ccc(OC)cc2)cc1. The result is 0 (inactive). (2) The molecule is CCN(c1ccccc1)C1C(=O)N(c2ccc([N+](=O)[O-])cc2)C1c1ccc(OC)cc1. The result is 0 (inactive). (3) The compound is O=C1NC(=O)C(=Cn2c(=S)sc3ccccc32)C(=O)N1. The result is 0 (inactive). (4) The drug is COc1ccc(CCN2C(=O)C(=O)c3ccccc32)cc1OC. The result is 0 (inactive). (5) The result is 0 (inactive). The compound is [N-]=[N+]=CC(=O)OC(CCl)CCl. (6) The drug is Oc1nc(Br)nc2[nH]nnc12. The result is 0 (inactive).